From a dataset of Forward reaction prediction with 1.9M reactions from USPTO patents (1976-2016). Predict the product of the given reaction. The product is: [C:31]([O:34][C@H:11]1[C@H:10]2[C@@H:19]([I:20])[C@H:13]([C@@H:14]([C:15]([O:17][CH3:18])=[O:16])[N:9]2[C@@H:7]([C:1]2[CH:6]=[CH:5][CH:4]=[CH:3][CH:2]=2)[CH3:8])[CH2:12]1)(=[O:33])[CH3:32]. Given the reactants [C:1]1([C@H:7]([N:9]2[C@H:14]([C:15]([O:17][CH3:18])=[O:16])[C@@H:13]3[CH2:19][C@H:10]2[CH:11]=[CH:12]3)[CH3:8])[CH:6]=[CH:5][CH:4]=[CH:3][CH:2]=1.[I:20]N1C(C)(C)C(=O)N(I)C1=O.[C:31]([OH:34])(=[O:33])[CH3:32], predict the reaction product.